This data is from Cav3 T-type calcium channel HTS with 100,875 compounds. The task is: Binary Classification. Given a drug SMILES string, predict its activity (active/inactive) in a high-throughput screening assay against a specified biological target. (1) The molecule is Clc1c(ncc(c1)C(F)(F)F)C(N1CCOCC1)(c1cc(ccc1)C(F)(F)F)C#N. The result is 1 (active). (2) The molecule is O=C(N1CCc2c(C1)cc(OC)c(OC)c2)C1(CC1)c1ccccc1. The result is 0 (inactive).